This data is from Forward reaction prediction with 1.9M reactions from USPTO patents (1976-2016). The task is: Predict the product of the given reaction. (1) Given the reactants [CH3:1][O:2][C:3](=[O:17])[NH:4][C:5]1[CH:10]=[C:9]([C:11]([F:14])([F:13])[F:12])[C:8]([F:15])=[CH:7][C:6]=1I.[C:18]([Si:22]([CH3:29])([CH3:28])[O:23][CH:24]([CH3:27])[C:25]#[CH:26])([CH3:21])([CH3:20])[CH3:19].O=O.Cl, predict the reaction product. The product is: [CH3:1][O:2][C:3](=[O:17])[NH:4][C:5]1[CH:10]=[C:9]([C:11]([F:14])([F:13])[F:12])[C:8]([F:15])=[CH:7][C:6]=1[C:26]#[C:25][CH:24]([O:23][Si:22]([C:18]([CH3:19])([CH3:21])[CH3:20])([CH3:29])[CH3:28])[CH3:27]. (2) Given the reactants [F:1][C:2]1[CH:3]=[C:4]([C:22]2[CH:26]=[CH:25][N:24]([Si](C(C)C)(C(C)C)C(C)C)[CH:23]=2)[C:5]2[O:9][C:8]([C:10](=[O:12])[CH3:11])=[C:7]([CH2:13][C:14]3[CH:19]=[CH:18][CH:17]=[C:16]([F:20])[CH:15]=3)[C:6]=2[CH:21]=1.O.[F-].C([N+](CCCC)(CCCC)CCCC)CCC, predict the reaction product. The product is: [F:1][C:2]1[CH:3]=[C:4]([C:22]2[CH:26]=[CH:25][NH:24][CH:23]=2)[C:5]2[O:9][C:8]([C:10](=[O:12])[CH3:11])=[C:7]([CH2:13][C:14]3[CH:19]=[CH:18][CH:17]=[C:16]([F:20])[CH:15]=3)[C:6]=2[CH:21]=1. (3) The product is: [CH:1]1([CH2:8][NH:9][S:18]([C:13]2[CH:14]=[CH:15][CH:16]=[CH:17][C:12]=2[O:11][CH3:10])(=[O:20])=[O:19])[CH2:7][CH2:6][CH2:5][CH2:4][CH2:3][CH2:2]1. Given the reactants [CH:1]1([CH2:8][NH2:9])[CH2:7][CH2:6][CH2:5][CH2:4][CH2:3][CH2:2]1.[CH3:10][O:11][C:12]1[CH:17]=[CH:16][CH:15]=[CH:14][C:13]=1[S:18](Cl)(=[O:20])=[O:19].C(N(C(C)C)CC)(C)C, predict the reaction product. (4) The product is: [C:11]1([C:17]2[NH:6][C:5]3[CH:4]=[C:3]4[O:2][CH2:1][O:10][C:9]4=[CH:8][C:7]=3[C:19]=2[C:21]2[CH:22]=[CH:23][CH:24]=[CH:25][CH:26]=2)[CH:16]=[CH:15][CH:14]=[CH:13][CH:12]=1. Given the reactants [CH2:1]1[O:10][C:9]2[CH:8]=[CH:7][C:5]([NH2:6])=[CH:4][C:3]=2[O:2]1.[C:11]1([C:17]([CH:19]([C:21]2[CH:26]=[CH:25][CH:24]=[CH:23][CH:22]=2)O)=O)[CH:16]=[CH:15][CH:14]=[CH:13][CH:12]=1.C1(C)C(C)=CC=CC=1, predict the reaction product. (5) Given the reactants [NH2:1][C@H:2]([C@H:23]1[O:27][C:26](=[O:28])[C@H:25]([CH:29]([CH3:31])[CH3:30])[CH2:24]1)[CH2:3][C@H:4]([CH2:8][C:9]1[CH:14]=[C:13]([O:15][CH2:16][CH2:17][CH2:18][O:19][CH3:20])[CH:12]=[C:11]([O:21][CH3:22])[CH:10]=1)[CH:5]([CH3:7])[CH3:6].[C:32](O[C:32]([O:34][C:35]([CH3:38])([CH3:37])[CH3:36])=[O:33])([O:34][C:35]([CH3:38])([CH3:37])[CH3:36])=[O:33].C(N(C(C)C)C(C)C)C, predict the reaction product. The product is: [C:35]([O:34][C:32](=[O:33])[NH:1][C@H:2]([C@@H:23]1[CH2:24][C@@H:25]([CH:29]([CH3:31])[CH3:30])[C:26](=[O:28])[O:27]1)[CH2:3][C@H:4]([CH2:8][C:9]1[CH:14]=[C:13]([O:15][CH2:16][CH2:17][CH2:18][O:19][CH3:20])[CH:12]=[C:11]([O:21][CH3:22])[CH:10]=1)[CH:5]([CH3:6])[CH3:7])([CH3:38])([CH3:37])[CH3:36]. (6) Given the reactants CCCCCCCCCCCCCCCCCC(N[C@H]([C@H](O)/C=C/CCCCCCCCCCCCC)CO[C@@H]1O[C@H](CO)[C@@H](O[C@@H]2O[C@H](CO)[C@H](O[C@@H]3O[C@H](CO)[C@H](O)[C@H](O[C@@H]4O[C@H](CO)[C@H](O)[C@H](O)[C@H]4O)[C@H]3NC(C)=O)[C@H](O[C@@:68]3(C(O)=O)[O:73][C@@H:72]([C@H:74](O)[C@H:75](O)[CH2:76]O)[C@H:71](NC(C)=O)[C@@H:70]([OH:84])[CH2:69]3)[C@H]2O)[C@H](O)[C@H]1O)=O.[CH2:108]([OH:110])[CH3:109], predict the reaction product. The product is: [CH3:76][C:75]1[C:74]2[CH:72]=[CH:71][C:70]([OH:84])=[CH:69][C:68]=2[O:73][C:108](=[O:110])[CH:109]=1. (7) Given the reactants [CH3:1][O:2][C:3]1[CH:4]=[C:5]2[C:10](=[CH:11][CH:12]=1)[C:9](=[O:13])[CH2:8]CC2.[C:14]([O:24][CH3:25])(=[O:23])[C:15]1[CH:20]=[CH:19][CH:18]=[C:17](OC)[CH:16]=1.C(OC)(=O)C1C(OC)=CC=CC=1, predict the reaction product. The product is: [C:14]([O:24][CH3:25])(=[O:23])[C:15]1[CH:16]=[CH:17][C:18]([O:2][CH3:1])=[CH:19][CH:20]=1.[CH:9](=[O:13])[C:10]1[CH:5]=[CH:4][C:3]([O:2][CH3:1])=[CH:12][CH:11]=1.[CH3:8][C:9]([C:10]1[CH:5]=[CH:4][C:3]([O:2][CH3:1])=[CH:12][CH:11]=1)=[O:13]. (8) Given the reactants [CH2:1]([C@H:8]1[N:13]([C:14]([C:16]2[N:17]=[CH:18][N:19]([CH:27]3[CH2:34][CH2:33][CH2:32][CH2:31][C:28]43[O:30][CH2:29]4)[C:20]=2[C:21]2[CH:26]=[CH:25][CH:24]=[CH:23][CH:22]=2)=[O:15])[CH2:12][CH2:11][N:10]([C:35]([O:37][C:38]([CH3:41])([CH3:40])[CH3:39])=[O:36])[CH2:9]1)[C:2]1[CH:7]=[CH:6][CH:5]=[CH:4][CH:3]=1.[CH2:42]([S-:44])[CH3:43].[Na+].C(=O)(O)[O-].[Na+], predict the reaction product. The product is: [CH2:1]([C@H:8]1[N:13]([C:14]([C:16]2[N:17]=[CH:18][N:19]([CH:27]3[CH2:34][CH2:33][CH2:32][CH2:31][C:28]3([CH2:29][S:44][CH2:42][CH3:43])[OH:30])[C:20]=2[C:21]2[CH:26]=[CH:25][CH:24]=[CH:23][CH:22]=2)=[O:15])[CH2:12][CH2:11][N:10]([C:35]([O:37][C:38]([CH3:40])([CH3:41])[CH3:39])=[O:36])[CH2:9]1)[C:2]1[CH:3]=[CH:4][CH:5]=[CH:6][CH:7]=1. (9) Given the reactants [O:1]=[C:2]1[NH:10]/[C:9](=[N:11]\[NH:12][C:13](=O)[CH2:14][CH2:15][CH2:16][N:17]2[CH:21]=[C:20]([C:22]3[CH:27]=[CH:26][CH:25]=[CH:24][CH:23]=3)[CH:19]=[N:18]2)/[N:8]([CH2:29][CH2:30][CH2:31][CH2:32][CH3:33])[C:7]2[N:6]=[CH:5][NH:4][C:3]1=2, predict the reaction product. The product is: [CH2:29]([N:8]1[C:7]2[N:6]=[CH:5][NH:4][C:3]=2[C:2](=[O:1])[N:10]2[C:13]([CH2:14][CH2:15][CH2:16][N:17]3[CH:21]=[C:20]([C:22]4[CH:27]=[CH:26][CH:25]=[CH:24][CH:23]=4)[CH:19]=[N:18]3)=[N:12][N:11]=[C:9]12)[CH2:30][CH2:31][CH2:32][CH3:33].